From a dataset of Kir2.1 potassium channel HTS with 301,493 compounds. Binary Classification. Given a drug SMILES string, predict its activity (active/inactive) in a high-throughput screening assay against a specified biological target. The compound is S(c1nc(nc2c1cccc2)Cc1ccccc1)CC(=O)NCCCC. The result is 0 (inactive).